From a dataset of Full USPTO retrosynthesis dataset with 1.9M reactions from patents (1976-2016). Predict the reactants needed to synthesize the given product. Given the product [CH3:14][S:11]([C:2]([CH3:15])([CH3:1])[CH:3]([C:5]1[CH:6]=[N:7][CH:8]=[CH:9][CH:10]=1)[OH:4])(=[O:13])=[O:12], predict the reactants needed to synthesize it. The reactants are: [CH3:1][C:2]([CH3:15])([S:11]([CH3:14])(=[O:13])=[O:12])[C:3]([C:5]1[CH:6]=[N:7][CH:8]=[CH:9][CH:10]=1)=[O:4].[BH4-].[Na+].